Dataset: Peptide-MHC class I binding affinity with 185,985 pairs from IEDB/IMGT. Task: Regression. Given a peptide amino acid sequence and an MHC pseudo amino acid sequence, predict their binding affinity value. This is MHC class I binding data. (1) The peptide sequence is KQNPDIVIY. The MHC is HLA-A02:03 with pseudo-sequence HLA-A02:03. The binding affinity (normalized) is 0. (2) The peptide sequence is RQRAVRMVL. The MHC is HLA-B40:13 with pseudo-sequence YHTKYREIFTNTYENIAYLSYNYYTWAVLAYEWY. The binding affinity (normalized) is 0.635. (3) The peptide sequence is ISTPPLVRLVF. The MHC is Mamu-B01 with pseudo-sequence Mamu-B01. The binding affinity (normalized) is 0. (4) The MHC is HLA-A24:03 with pseudo-sequence HLA-A24:03. The binding affinity (normalized) is 0.0847. The peptide sequence is GSDKQVVGQ. (5) The peptide sequence is VELGSGNSF. The MHC is HLA-A68:02 with pseudo-sequence HLA-A68:02. The binding affinity (normalized) is 0.0847. (6) The peptide sequence is SQIQLSLLK. The MHC is HLA-A33:01 with pseudo-sequence HLA-A33:01. The binding affinity (normalized) is 0. (7) The peptide sequence is FMGRIRSVY. The MHC is HLA-B15:01 with pseudo-sequence HLA-B15:01. The binding affinity (normalized) is 0.448.